Dataset: Reaction yield outcomes from USPTO patents with 853,638 reactions. Task: Predict the reaction yield, written as a fraction of the theoretical maximum amount of product (1.0 means a 100% yield; for example, 0.34 means a 34% yield). (1) The reactants are BrC1[S:18][C:5]2[C:6]3[S:14][C:13]4[C:12]5[S:15][CH:16]=[CH:17][C:11]=5[S:10][C:9]=4[C:7]=3[S:8][C:4]=2[C:3]=1[CH2:19][CH2:20][CH2:21][CH2:22][CH2:23][CH2:24][CH2:25][CH2:26][CH2:27][CH3:28].[CH:29]#[C:30][CH2:31][CH2:32][CH2:33][CH2:34][CH2:35][CH2:36][CH2:37][CH3:38].[CH2:39](N(CC)CC)C. The catalyst is C1C=CC([P]([Pd]([P](C2C=CC=CC=2)(C2C=CC=CC=2)C2C=CC=CC=2)([P](C2C=CC=CC=2)(C2C=CC=CC=2)C2C=CC=CC=2)[P](C2C=CC=CC=2)(C2C=CC=CC=2)C2C=CC=CC=2)(C2C=CC=CC=2)C2C=CC=CC=2)=CC=1.[Cu]I. The product is [C:30]([C:29]1[S:18][C:5]2[C:6]3[S:14][C:13]4[C:12]5[S:15][CH:16]=[CH:17][C:11]=5[S:10][C:9]=4[C:7]=3[S:8][C:4]=2[C:3]=1[CH2:19][CH2:20][CH2:21][CH2:22][CH2:23][CH2:24][CH2:25][CH2:26][CH2:27][CH3:28])#[C:31][CH2:32][CH2:33][CH2:34][CH2:35][CH2:36][CH2:37][CH2:38][CH3:39]. The yield is 0.902. (2) The reactants are [C:1]([O:5][C:6](=[O:22])[NH:7][C:8]1[CH:13]=[C:12]([C:14]([F:17])([F:16])[F:15])[C:11]([CH3:18])=[CH:10][C:9]=1[N+:19]([O-])=O)([CH3:4])([CH3:3])[CH3:2]. The catalyst is [Pd]. The product is [C:1]([O:5][C:6](=[O:22])[NH:7][C:8]1[CH:13]=[C:12]([C:14]([F:17])([F:16])[F:15])[C:11]([CH3:18])=[CH:10][C:9]=1[NH2:19])([CH3:4])([CH3:2])[CH3:3]. The yield is 0.870. (3) The reactants are [CH:1]1([CH:7]([NH:21][C:22]2[CH:30]=[CH:29][C:25]([C:26]([OH:28])=O)=[CH:24][CH:23]=2)[C:8]2[CH:12]=[C:11]([C:13]3[CH:14]=[N:15][CH:16]=[C:17](C)[CH:18]=3)[O:10][C:9]=2[CH3:20])[CH2:6][CH2:5][CH2:4][CH2:3][CH2:2]1.[CH3:31][NH:32][CH2:33][CH2:34][C:35]([O:37]CC)=[O:36].Cl.C(N=C=NCCCN(C)C)C.O.[OH:53][C:54]1C2N=NNC=2C=CC=1. The catalyst is CN(C)C=O.C(OCC)(=O)C.C(N(CC)CC)C. The product is [CH:1]1([CH:7]([NH:21][C:22]2[CH:30]=[CH:29][C:25]([C:26]([N:32]([CH3:31])[CH2:33][CH2:34][C:35]([OH:37])=[O:36])=[O:28])=[CH:24][CH:23]=2)[C:8]2[CH:12]=[C:11]([C:13]3[CH:14]=[N:15][CH:16]=[C:17]([O:53][CH3:54])[CH:18]=3)[O:10][C:9]=2[CH3:20])[CH2:2][CH2:3][CH2:4][CH2:5][CH2:6]1. The yield is 0.820. (4) The reactants are [CH2:1]([O:8][N:9]1[C:15](=[O:16])[N:14]2[CH2:17][C@H:10]1[CH2:11][CH2:12][C@H:13]2[C:18]([O:20]CC=C)=[O:19])[C:2]1[CH:7]=[CH:6][CH:5]=[CH:4][CH:3]=1.C(C(CCCC)C([O-])=O)C.[Na+].C1(N)CCCCC1. The catalyst is ClCCl.C(OCC)(=O)C.C1C=CC([P]([Pd]([P](C2C=CC=CC=2)(C2C=CC=CC=2)C2C=CC=CC=2)([P](C2C=CC=CC=2)(C2C=CC=CC=2)C2C=CC=CC=2)[P](C2C=CC=CC=2)(C2C=CC=CC=2)C2C=CC=CC=2)(C2C=CC=CC=2)C2C=CC=CC=2)=CC=1. The product is [CH2:1]([O:8][N:9]1[C:15](=[O:16])[N:14]2[CH2:17][C@H:10]1[CH2:11][CH2:12][C@H:13]2[C:18]([OH:20])=[O:19])[C:2]1[CH:7]=[CH:6][CH:5]=[CH:4][CH:3]=1. The yield is 0.750. (5) The product is [CH:23]([NH:1][CH2:2][C:3]1[N:8]=[CH:7][C:6]([CH:9]([C:17]2[CH:18]=[CH:19][CH:20]=[CH:21][CH:22]=2)[C:10]([CH3:16])([CH3:15])[C:11]([O:13][CH3:14])=[O:12])=[CH:5][CH:4]=1)=[O:24]. The yield is 0.730. The reactants are [NH2:1][CH2:2][C:3]1[N:8]=[CH:7][C:6]([CH:9]([C:17]2[CH:22]=[CH:21][CH:20]=[CH:19][CH:18]=2)[C:10]([CH3:16])([CH3:15])[C:11]([O:13][CH3:14])=[O:12])=[CH:5][CH:4]=1.[C:23](=O)([O-])[O-:24].[K+].[K+].C(OCC)(=O)C. The catalyst is C(O)=O. (6) The reactants are N1C=CC=CC=1.[Cl:7][C:8]1[CH:14]=[C:13]([N+:15]([O-:17])=[O:16])[CH:12]=[CH:11][C:9]=1[NH2:10].[C:18]1([CH3:28])[CH:23]=[CH:22][C:21]([S:24](Cl)(=[O:26])=[O:25])=[CH:20][CH:19]=1.C(=O)(O)[O-].[Na+]. The yield is 0.480. The product is [Cl:7][C:8]1[CH:14]=[C:13]([N+:15]([O-:17])=[O:16])[CH:12]=[CH:11][C:9]=1[NH:10][S:24]([C:21]1[CH:22]=[CH:23][C:18]([CH3:28])=[CH:19][CH:20]=1)(=[O:26])=[O:25]. The catalyst is O. (7) The reactants are [CH:1]1([N:4]2[C:8]([N:9]3[CH2:15][CH2:14][CH:13]([O:16][CH3:17])[CH:12]([NH:18]C(=O)OC(C)(C)C)[CH2:11][CH2:10]3)=[C:7]([N+:26]([O-])=O)[CH:6]=[N:5]2)[CH2:3][CH2:2]1.C(OC([NH:36][C:37]1[S:41][C:40]([C:42]2[C:47]([F:48])=[CH:46][CH:45]=[CH:44][C:43]=2[F:49])=[N:39][C:38]=1[C:50](O)=[O:51])=O)(C)(C)C. No catalyst specified. The product is [NH2:36][C:37]1[S:41][C:40]([C:42]2[C:47]([F:48])=[CH:46][CH:45]=[CH:44][C:43]=2[F:49])=[N:39][C:38]=1[C:50]([NH:26][C:7]1[CH:6]=[N:5][N:4]([CH:1]2[CH2:2][CH2:3]2)[C:8]=1[N:9]1[CH2:15][CH2:14][C@@H:13]([O:16][CH3:17])[C@@H:12]([NH2:18])[CH2:11][CH2:10]1)=[O:51]. The yield is 0.230.